Dataset: Catalyst prediction with 721,799 reactions and 888 catalyst types from USPTO. Task: Predict which catalyst facilitates the given reaction. Reactant: [OH-].[Na+].[CH3:3][N:4]([CH3:22])[C:5]1([C:16]2[CH:21]=[CH:20][CH:19]=[CH:18][CH:17]=2)[CH2:15][CH2:14][C:8]2([CH2:12][NH:11][C:10](=[O:13])[CH2:9]2)[CH2:7][CH2:6]1.CC1C=CC(S(O[CH2:34][CH2:35][C:36]([O:39][Si:40]([C:43]([CH3:46])([CH3:45])[CH3:44])([CH3:42])[CH3:41])([CH3:38])[CH3:37])(=O)=O)=CC=1.O. Product: [Si:40]([O:39][C:36]([CH3:37])([CH3:38])[CH2:35][CH2:34][N:11]1[C:10](=[O:13])[CH2:9][C:8]2([CH2:7][CH2:6][C:5]([N:4]([CH3:22])[CH3:3])([C:16]3[CH:17]=[CH:18][CH:19]=[CH:20][CH:21]=3)[CH2:15][CH2:14]2)[CH2:12]1)([C:43]([CH3:44])([CH3:45])[CH3:46])([CH3:41])[CH3:42]. The catalyst class is: 16.